From a dataset of Peptide-MHC class II binding affinity with 134,281 pairs from IEDB. Regression. Given a peptide amino acid sequence and an MHC pseudo amino acid sequence, predict their binding affinity value. This is MHC class II binding data. (1) The MHC is DRB1_0701 with pseudo-sequence DRB1_0701. The peptide sequence is ASAAALAGDAAGAWR. The binding affinity (normalized) is 0.0268. (2) The peptide sequence is YFVAILDYLNHMAKE. The MHC is HLA-DPA10103-DPB10401 with pseudo-sequence HLA-DPA10103-DPB10401. The binding affinity (normalized) is 0.742.